From a dataset of NCI-60 drug combinations with 297,098 pairs across 59 cell lines. Regression. Given two drug SMILES strings and cell line genomic features, predict the synergy score measuring deviation from expected non-interaction effect. (1) Drug 1: CCCCCOC(=O)NC1=NC(=O)N(C=C1F)C2C(C(C(O2)C)O)O. Drug 2: C1CCC(C(C1)N)N.C(=O)(C(=O)[O-])[O-].[Pt+4]. Cell line: HOP-92. Synergy scores: CSS=14.7, Synergy_ZIP=-2.61, Synergy_Bliss=2.87, Synergy_Loewe=-3.34, Synergy_HSA=2.75. (2) Drug 1: C1CN1P(=S)(N2CC2)N3CC3. Drug 2: CCC1(CC2CC(C3=C(CCN(C2)C1)C4=CC=CC=C4N3)(C5=C(C=C6C(=C5)C78CCN9C7C(C=CC9)(C(C(C8N6C)(C(=O)OC)O)OC(=O)C)CC)OC)C(=O)OC)O.OS(=O)(=O)O. Cell line: RXF 393. Synergy scores: CSS=4.58, Synergy_ZIP=-1.64, Synergy_Bliss=-1.13, Synergy_Loewe=-2.62, Synergy_HSA=-1.38. (3) Drug 1: C1CN1C2=NC(=NC(=N2)N3CC3)N4CC4. Drug 2: C1=NC2=C(N1)C(=S)N=CN2. Cell line: A498. Synergy scores: CSS=35.8, Synergy_ZIP=-8.83, Synergy_Bliss=0.653, Synergy_Loewe=1.38, Synergy_HSA=3.37. (4) Cell line: M14. Drug 2: C1CCC(C(C1)N)N.C(=O)(C(=O)[O-])[O-].[Pt+4]. Drug 1: CN(C(=O)NC(C=O)C(C(C(CO)O)O)O)N=O. Synergy scores: CSS=-3.53, Synergy_ZIP=-6.07, Synergy_Bliss=-17.6, Synergy_Loewe=-68.5, Synergy_HSA=-16.1. (5) Synergy scores: CSS=18.4, Synergy_ZIP=0.114, Synergy_Bliss=9.58, Synergy_Loewe=-4.09, Synergy_HSA=6.43. Drug 1: CC1=CC2C(CCC3(C2CCC3(C(=O)C)OC(=O)C)C)C4(C1=CC(=O)CC4)C. Drug 2: C1=C(C(=O)NC(=O)N1)N(CCCl)CCCl. Cell line: OVCAR-5. (6) Cell line: HT29. Drug 2: CC12CCC3C(C1CCC2OP(=O)(O)O)CCC4=C3C=CC(=C4)OC(=O)N(CCCl)CCCl.[Na+]. Drug 1: C1CCC(C1)C(CC#N)N2C=C(C=N2)C3=C4C=CNC4=NC=N3. Synergy scores: CSS=-10.0, Synergy_ZIP=1.97, Synergy_Bliss=-6.44, Synergy_Loewe=-11.5, Synergy_HSA=-11.5. (7) Drug 1: C1=CN(C=N1)CC(O)(P(=O)(O)O)P(=O)(O)O. Drug 2: C1C(C(OC1N2C=NC3=C2NC=NCC3O)CO)O. Cell line: SR. Synergy scores: CSS=4.11, Synergy_ZIP=-0.531, Synergy_Bliss=2.07, Synergy_Loewe=2.60, Synergy_HSA=1.86. (8) Drug 1: C1=CC(=CC=C1C#N)C(C2=CC=C(C=C2)C#N)N3C=NC=N3. Drug 2: CC1=C(N=C(N=C1N)C(CC(=O)N)NCC(C(=O)N)N)C(=O)NC(C(C2=CN=CN2)OC3C(C(C(C(O3)CO)O)O)OC4C(C(C(C(O4)CO)O)OC(=O)N)O)C(=O)NC(C)C(C(C)C(=O)NC(C(C)O)C(=O)NCCC5=NC(=CS5)C6=NC(=CS6)C(=O)NCCC[S+](C)C)O. Cell line: IGROV1. Synergy scores: CSS=19.4, Synergy_ZIP=0.0948, Synergy_Bliss=3.44, Synergy_Loewe=-1.94, Synergy_HSA=2.49.